Dataset: Full USPTO retrosynthesis dataset with 1.9M reactions from patents (1976-2016). Task: Predict the reactants needed to synthesize the given product. (1) Given the product [CH2:13]([C:17]1[N:21]([CH:22]2[CH2:27][CH2:26][N:25]([CH2:2][CH2:3][CH2:4][S:5][C:6]3[CH:11]=[CH:10][C:9]([F:12])=[CH:8][CH:7]=3)[CH2:24][CH2:23]2)[C:20]2[CH:28]=[CH:29][CH:30]=[CH:31][C:19]=2[N:18]=1)[CH2:14][CH2:15][CH3:16], predict the reactants needed to synthesize it. The reactants are: Br[CH2:2][CH2:3][CH2:4][S:5][C:6]1[CH:11]=[CH:10][C:9]([F:12])=[CH:8][CH:7]=1.[CH2:13]([C:17]1[N:21]([CH:22]2[CH2:27][CH2:26][NH:25][CH2:24][CH2:23]2)[C:20]2[CH:28]=[CH:29][CH:30]=[CH:31][C:19]=2[N:18]=1)[CH2:14][CH2:15][CH3:16].C([O-])([O-])=O.[K+].[K+].O. (2) Given the product [CH3:21][N:20]([CH3:22])[CH2:19][CH2:18][N:12]1[CH2:13][CH2:14][CH2:15][CH2:16][C:10]2[CH:9]=[C:8]([NH2:7])[CH:24]=[CH:23][C:11]1=2, predict the reactants needed to synthesize it. The reactants are: [H-].[H-].[H-].[H-].[Li+].[Al+3].[NH2:7][C:8]1[CH:24]=[CH:23][C:11]2[N:12]([CH2:18][CH2:19][N:20]([CH3:22])[CH3:21])[C:13](=O)[CH2:14][CH2:15][CH2:16][C:10]=2[CH:9]=1.[OH-].[Na+].[O-]S([O-])(=O)=O.[Na+].[Na+].